Task: Predict which catalyst facilitates the given reaction.. Dataset: Catalyst prediction with 721,799 reactions and 888 catalyst types from USPTO (1) Reactant: [C:1](N1C=CN=C1)(N1C=CN=C1)=[O:2].[CH3:13][O:14][C:15]1[CH:39]=[C:38]([O:40][CH3:41])[CH:37]=[CH:36][C:16]=1[CH2:17][NH:18][C:19]1[N:24]=[C:23]([NH:25][CH2:26][C:27]2[C:32]([F:33])=[CH:31][CH:30]=[CH:29][C:28]=2[F:34])[C:22]([NH2:35])=[CH:21][N:20]=1. Product: [CH3:13][O:14][C:15]1[CH:39]=[C:38]([O:40][CH3:41])[CH:37]=[CH:36][C:16]=1[CH2:17][NH:18][C:19]1[N:24]=[C:23]2[C:22]([NH:35][C:1](=[O:2])[N:25]2[CH2:26][C:27]2[C:28]([F:34])=[CH:29][CH:30]=[CH:31][C:32]=2[F:33])=[CH:21][N:20]=1. The catalyst class is: 1. (2) Reactant: [CH2:1]([O:8][CH:9]([CH2:13][CH2:14][CH:15]=[CH2:16])[CH2:10]C=C)[C:2]1[CH:7]=[CH:6][CH:5]=[CH:4][CH:3]=1.CCCCCCCCCCCCCCCC.BrC1CCCCC1Br. Product: [CH2:1]([O:8][CH:9]1[CH2:13][CH2:14][CH:15]=[CH:16][CH2:10]1)[C:2]1[CH:3]=[CH:4][CH:5]=[CH:6][CH:7]=1. The catalyst class is: 133. (3) Reactant: [C:1]1([C:7]2[O:11][C:10]([C:12]([NH:14][NH:15]C(OC(C)(C)C)=O)=[O:13])=[CH:9][CH:8]=2)[CH:6]=[CH:5][CH:4]=[CH:3][CH:2]=1.C(O)(C(F)(F)F)=O. The catalyst class is: 2. Product: [C:1]1([C:7]2[O:11][C:10]([C:12]([NH:14][NH2:15])=[O:13])=[CH:9][CH:8]=2)[CH:2]=[CH:3][CH:4]=[CH:5][CH:6]=1. (4) Reactant: [NH:1]1[C:5]2=[C:6]3[C:10](=[C:11]([C:13]#[N:14])[CH:12]=[C:4]2[CH2:3][CH2:2]1)[NH:9][CH:8]=[CH:7]3.C([O-])([O-])=[O:16].[K+].[K+].OO.O. Product: [NH:1]1[C:5]2=[C:6]3[C:10](=[C:11]([C:13]([NH2:14])=[O:16])[CH:12]=[C:4]2[CH2:3][CH2:2]1)[NH:9][CH:8]=[CH:7]3. The catalyst class is: 16. (5) Reactant: I[C:2]1[CH:7]=[CH:6][C:5]([O:8][CH2:9][CH2:10][CH2:11][N:12]2[CH2:17][CH2:16][CH2:15][C:14]([CH3:19])([CH3:18])[CH2:13]2)=[CH:4][CH:3]=1.[Li]CCCC.[C:25]([N:32]1[CH2:37][CH2:36][C:35](=[O:38])[CH2:34][CH2:33]1)([O:27][C:28]([CH3:31])([CH3:30])[CH3:29])=[O:26]. Product: [CH3:18][C:14]1([CH3:19])[CH2:15][CH2:16][CH2:17][N:12]([CH2:11][CH2:10][CH2:9][O:8][C:5]2[CH:6]=[CH:7][C:2]([C:35]3([OH:38])[CH2:34][CH2:33][N:32]([C:25]([O:27][C:28]([CH3:30])([CH3:29])[CH3:31])=[O:26])[CH2:37][CH2:36]3)=[CH:3][CH:4]=2)[CH2:13]1. The catalyst class is: 1. (6) Reactant: [F:1][C:2]1[CH:3]=[C:4]([C:8]2[CH:16]=[CH:15][CH:14]=[C:13]3[C:9]=2/[C:10](=[CH:18]/[C:19]2[NH:20][C:21]([CH3:27])=[CH:22][C:23]=2[C:24]([OH:26])=O)/[C:11](=[O:17])[NH:12]3)[CH:5]=[CH:6][CH:7]=1.C(Cl)CCl.C1C=CC2N(O)N=NC=2C=1.[CH:42]1([NH:45][CH:46]2[CH2:51][CH2:50][NH:49][CH2:48][CH2:47]2)[CH2:44][CH2:43]1. Product: [CH:42]1([NH:45][CH:46]2[CH2:51][CH2:50][N:49]([C:24]([C:23]3[CH:22]=[C:21]([CH3:27])[NH:20][C:19]=3/[CH:18]=[C:10]3\[C:11](=[O:17])[NH:12][C:13]4[C:9]\3=[C:8]([C:4]3[CH:5]=[CH:6][CH:7]=[C:2]([F:1])[CH:3]=3)[CH:16]=[CH:15][CH:14]=4)=[O:26])[CH2:48][CH2:47]2)[CH2:44][CH2:43]1. The catalyst class is: 85. (7) Reactant: [C:1]([C@H:5]1[CH2:10][CH2:9][C@H:8]([NH:11][C:12]2[N:21]=[CH:20][C:19]3[C:14](=[CH:15][CH:16]=[C:17]([C:22](O)=[O:23])[CH:18]=3)[N:13]=2)[CH2:7][CH2:6]1)([CH3:4])([CH3:3])[CH3:2].Cl.[CH:26]12[NH:34][CH:30]([CH2:31][CH2:32][CH2:33]1)[CH2:29][CH:28]([C:35]([O:37][CH3:38])=[O:36])[CH2:27]2.CN(C(ON1N=NC2C=CC=NC1=2)=[N+](C)C)C.F[P-](F)(F)(F)(F)F. Product: [C:1]([C@H:5]1[CH2:10][CH2:9][C@H:8]([NH:11][C:12]2[N:21]=[CH:20][C:19]3[C:14](=[CH:15][CH:16]=[C:17]([C:22]([N:34]4[CH:30]5[CH2:31][CH2:32][CH2:33][CH:26]4[CH2:27][CH:28]([C:35]([O:37][CH3:38])=[O:36])[CH2:29]5)=[O:23])[CH:18]=3)[N:13]=2)[CH2:7][CH2:6]1)([CH3:4])([CH3:2])[CH3:3]. The catalyst class is: 2. (8) Reactant: [F:1][C:2]1[CH:8]=[CH:7][C:5]([NH2:6])=[CH:4][CH:3]=1.[Br:9][C:10]1[CH:19]=[CH:18][C:13]([C:14](OC)=[O:15])=[C:12]([CH2:20][C:21](=O)[CH2:22][CH2:23][CH2:24][CH2:25][C:26]([O:28][CH3:29])=[O:27])[CH:11]=1. Product: [Br:9][C:10]1[CH:11]=[C:12]2[C:13](=[CH:18][CH:19]=1)[C:14](=[O:15])[N:6]([C:5]1[CH:7]=[CH:8][C:2]([F:1])=[CH:3][CH:4]=1)[C:21]([CH2:22][CH2:23][CH2:24][CH2:25][C:26]([O:28][CH3:29])=[O:27])=[CH:20]2. The catalyst class is: 15. (9) Reactant: Cl.Br[C:3]1[CH:4]=[CH:5][C:6]2[N:7]([C:9]([CH:12]([CH3:14])[CH3:13])=[N:10][N:11]=2)[CH:8]=1.C([Mg][Cl:19])(C)C.C(OCC)C.[CH2:25]([S:29][S:29][CH2:25][CH2:26][CH2:27][CH3:28])[CH2:26][CH2:27][CH3:28]. Product: [ClH:19].[CH2:25]([S:29][C:3]1[CH:4]=[CH:5][C:6]2[N:7]([C:9]([CH:12]([CH3:14])[CH3:13])=[N:10][N:11]=2)[CH:8]=1)[CH2:26][CH2:27][CH3:28]. The catalyst class is: 7. (10) Reactant: Br[CH2:2][C:3]([C:5]1[S:9][C:8]([CH3:10])=[N:7][C:6]=1[CH3:11])=O.Br.[NH:13]([C:17]1[CH:18]=[C:19]([CH:23]=[CH:24][C:25]=1[O:26][C:27]([F:30])([F:29])[F:28])[C:20]([NH2:22])=[O:21])[C:14]([NH2:16])=[S:15]. Product: [CH3:10][C:8]1[S:9][C:5]([C:3]2[N:16]=[C:14]([NH:13][C:17]3[CH:18]=[C:19]([CH:23]=[CH:24][C:25]=3[O:26][C:27]([F:29])([F:28])[F:30])[C:20]([NH2:22])=[O:21])[S:15][CH:2]=2)=[C:6]([CH3:11])[N:7]=1. The catalyst class is: 14.